Dataset: Reaction yield outcomes from USPTO patents with 853,638 reactions. Task: Predict the reaction yield, written as a fraction of the theoretical maximum amount of product (1.0 means a 100% yield; for example, 0.34 means a 34% yield). (1) The reactants are [C:1]([O:5][C:6]([N:8]1[CH2:12][CH2:11][CH2:10][CH:9]1[C:13]([OH:15])=[O:14])=[O:7])([CH3:4])([CH3:3])[CH3:2].C(N(CC)CC)C.Br[CH2:24][C:25]([C:27]1[CH:36]=[CH:35][C:34]2[C:29](=[CH:30][CH:31]=[C:32]([Br:37])[CH:33]=2)[CH:28]=1)=[O:26]. The catalyst is C(#N)C. The product is [C:1]([O:5][C:6]([N:8]1[CH2:12][CH2:11][CH2:10][CH:9]1[C:13]([O:15][CH2:24][C:25]([C:27]1[CH:36]=[CH:35][C:34]2[C:29](=[CH:30][CH:31]=[C:32]([Br:37])[CH:33]=2)[CH:28]=1)=[O:26])=[O:14])=[O:7])([CH3:4])([CH3:2])[CH3:3]. The yield is 0.840. (2) The reactants are [CH3:1][N:2]1[C:10]2[C@@:9]3([CH3:14])[C:11]([CH3:13])([CH3:12])[C@H:6]([CH2:7][CH2:8]3)[C:5]=2[C:4](=[O:15])[NH:3]1.[F:16][C:17]1[CH:18]=[C:19]([CH:22]=[CH:23][CH:24]=1)[CH2:20]Br. The catalyst is CN(C)C=O. The product is [F:16][C:17]1[CH:18]=[C:19]([CH:22]=[CH:23][CH:24]=1)[CH2:20][N:3]1[C:4](=[O:15])[C:5]2[C@@H:6]3[C:11]([CH3:12])([CH3:13])[C@@:9]([CH3:14])([CH2:8][CH2:7]3)[C:10]=2[N:2]1[CH3:1]. The yield is 0.420. (3) The reactants are [CH2:1]([O:8][N:9]1[C:15](=[O:16])[N:14]2[CH2:17][C@H:10]1[CH2:11][CH2:12][C@H:13]2[C:18]([OH:20])=O)[C:2]1[CH:7]=[CH:6][CH:5]=[CH:4][CH:3]=1.[NH2:21][O:22][C@H:23]1[CH2:28][CH2:27][CH2:26][N:25]([C:29]([O:31][C:32]([CH3:35])([CH3:34])[CH3:33])=[O:30])[CH2:24]1.ON1C2C=CC=CC=2N=N1.Cl.C(N=C=NCCCN(C)C)C. The catalyst is C(Cl)Cl. The product is [CH2:1]([O:8][N:9]1[C:15](=[O:16])[N:14]2[CH2:17][C@H:10]1[CH2:11][CH2:12][C@H:13]2[C:18]([NH:21][O:22][C@H:23]1[CH2:28][CH2:27][CH2:26][N:25]([C:29]([O:31][C:32]([CH3:35])([CH3:34])[CH3:33])=[O:30])[CH2:24]1)=[O:20])[C:2]1[CH:3]=[CH:4][CH:5]=[CH:6][CH:7]=1. The yield is 0.820.